Dataset: HIV replication inhibition screening data with 41,000+ compounds from the AIDS Antiviral Screen. Task: Binary Classification. Given a drug SMILES string, predict its activity (active/inactive) in a high-throughput screening assay against a specified biological target. The drug is NC(P(=O)(O)O)P(=O)(O)O. The result is 0 (inactive).